From a dataset of Catalyst prediction with 721,799 reactions and 888 catalyst types from USPTO. Predict which catalyst facilitates the given reaction. (1) Product: [C:2]([C:4]1[CH:9]=[CH:8][C:7]([CH2:10][C:11]([NH:13][C:14]2[CH:19]=[C:18]([C:20]([C:22]3[C:30]4[CH:29]=[N:28][CH:27]=[N:26][C:25]=4[N:24]([C:31]([CH3:42])([CH3:41])[CH2:32][OH:33])[CH:23]=3)=[O:21])[CH:17]=[CH:16][N:15]=2)=[O:12])=[CH:6][CH:5]=1)#[N:3]. The catalyst class is: 1. Reactant: Cl.[C:2]([C:4]1[CH:9]=[CH:8][C:7]([CH2:10][C:11]([NH:13][C:14]2[CH:19]=[C:18]([C:20]([C:22]3[C:30]4[CH:29]=[N:28][CH:27]=[N:26][C:25]=4[N:24]([C:31]([CH3:42])([CH3:41])[CH2:32][O:33][Si](C(C)(C)C)(C)C)[CH:23]=3)=[O:21])[CH:17]=[CH:16][N:15]=2)=[O:12])=[CH:6][CH:5]=1)#[N:3].[OH-].[Na+].C(Cl)Cl. (2) Reactant: [CH3:1][CH:2]([O:4][C:5]1[CH:6]=[C:7]([C:25]([NH:27][C:28]2[CH:32]=[CH:31][N:30](C(OC(C)(C)C)=O)[N:29]=2)=[O:26])[CH:8]=[C:9]([O:11][C:12]2[CH:24]=[CH:23][C:15]3[C:16](=[O:22])[N:17]([CH3:21])[CH2:18][CH2:19][O:20][C:14]=3[CH:13]=2)[CH:10]=1)[CH3:3]. Product: [CH3:3][CH:2]([O:4][C:5]1[CH:6]=[C:7]([CH:8]=[C:9]([O:11][C:12]2[CH:24]=[CH:23][C:15]3[C:16](=[O:22])[N:17]([CH3:21])[CH2:18][CH2:19][O:20][C:14]=3[CH:13]=2)[CH:10]=1)[C:25]([NH:27][C:28]1[CH:32]=[CH:31][NH:30][N:29]=1)=[O:26])[CH3:1]. The catalyst class is: 5. (3) Reactant: [CH3:1][C:2]1[N:3]=[C:4]([C:7]2[CH:12]=[CH:11][CH:10]=[CH:9][CH:8]=2)[NH:5][CH:6]=1.[CH2:13]=O.[CH2:15]([CH:22]1[CH2:27][CH2:26][NH:25][CH2:24][CH2:23]1)[C:16]1[CH:21]=[CH:20][CH:19]=[CH:18][CH:17]=1. Product: [CH3:13][C:6]1[NH:5][C:4]([C:7]2[CH:8]=[CH:9][CH:10]=[CH:11][CH:12]=2)=[N:3][C:2]=1[CH2:1][N:25]1[CH2:26][CH2:27][CH:22]([CH2:15][C:16]2[CH:21]=[CH:20][CH:19]=[CH:18][CH:17]=2)[CH2:23][CH2:24]1. The catalyst class is: 15. (4) Reactant: [CH3:1][C:2]1[N:7]=[C:6]([SH:8])[N:5]=[C:4]([OH:9])[CH:3]=1.C(=O)([O-])[O-].[K+].[K+].Br[CH2:17][C:18]1[CH:27]=[N:26][C:25]2[C:20](=[CH:21][CH:22]=[CH:23][CH:24]=2)[N:19]=1. Product: [CH3:1][C:2]1[N:7]=[C:6]([S:8][CH2:17][C:18]2[CH:27]=[N:26][C:25]3[C:20](=[CH:21][CH:22]=[CH:23][CH:24]=3)[N:19]=2)[N:5]=[C:4]([OH:9])[CH:3]=1. The catalyst class is: 3. (5) Reactant: [CH3:1][O:2][C:3]1[CH:16]=[C:15]([O:17][CH3:18])[CH:14]=[CH:13][C:4]=1[CH2:5][NH:6][C:7]1[CH:12]=[CH:11][N:10]=[CH:9][N:8]=1.[Br:19][C:20]1[C:21]([F:31])=[CH:22][C:23]([F:30])=[C:24]([S:26](Cl)(=[O:28])=[O:27])[CH:25]=1.N12CCN(CC1)CC2. Product: [Br:19][C:20]1[C:21]([F:31])=[CH:22][C:23]([F:30])=[C:24]([S:26]([N:6]([CH2:5][C:4]2[CH:13]=[CH:14][C:15]([O:17][CH3:18])=[CH:16][C:3]=2[O:2][CH3:1])[C:7]2[CH:12]=[CH:11][N:10]=[CH:9][N:8]=2)(=[O:28])=[O:27])[CH:25]=1. The catalyst class is: 1. (6) Reactant: [Cl:1][C:2]1[S:6][C:5]([C:7](Cl)=[O:8])=[CH:4][CH:3]=1.[CH2:10]([NH2:13])[CH:11]=[CH2:12]. Product: [CH2:10]([NH:13][C:7]([C:5]1[S:6][C:2]([Cl:1])=[CH:3][CH:4]=1)=[O:8])[CH:11]=[CH2:12]. The catalyst class is: 859. (7) Reactant: [NH2:1][C:2]1[CH:18]=[C:17]([Cl:19])[C:5]([CH2:6][C:7]2[CH:8]=[C:9]([CH:14]([CH3:16])[CH3:15])[C:10](=[O:13])[NH:11][N:12]=2)=[C:4]([Cl:20])[CH:3]=1.[C:21]1(=O)[O:26][C:24](=[O:25])[C:23]2=[CH:27][CH:28]=[CH:29][CH:30]=[C:22]12. Product: [Cl:19][C:17]1[CH:18]=[C:2]([N:1]2[C:24](=[O:25])[C:23]3[C:22](=[CH:30][CH:29]=[CH:28][CH:27]=3)[C:21]2=[O:26])[CH:3]=[C:4]([Cl:20])[C:5]=1[CH2:6][C:7]1[CH:8]=[C:9]([CH:14]([CH3:15])[CH3:16])[C:10](=[O:13])[NH:11][N:12]=1. The catalyst class is: 15.